From a dataset of Reaction yield outcomes from USPTO patents with 853,638 reactions. Predict the reaction yield, written as a fraction of the theoretical maximum amount of product (1.0 means a 100% yield; for example, 0.34 means a 34% yield). (1) The reactants are [NH2:1][C:2]1[CH:10]=[C:9]([Cl:11])[CH:8]=[CH:7][C:3]=1[C:4]([OH:6])=[O:5].FC1C=CC=CC=1C(Cl)=O.[Br:22][C:23]1[CH:31]=[CH:30][CH:29]=[CH:28][C:24]=1[C:25](Cl)=O. No catalyst specified. The product is [Cl:11][C:9]1[CH:8]=[CH:7][C:3]2[C:4](=[O:6])[O:5][C:25]([C:24]3[CH:28]=[CH:29][CH:30]=[CH:31][C:23]=3[Br:22])=[N:1][C:2]=2[CH:10]=1. The yield is 0.670. (2) The reactants are [Br:1][C:2]1[CH:3]=[C:4]([OH:9])[CH:5]=[C:6]([F:8])[CH:7]=1.Cl[CH:11]([F:13])[F:12]. The catalyst is CC(O)C.[OH-].[K+]. The product is [Br:1][C:2]1[CH:3]=[C:4]([O:9][CH:11]([F:13])[F:12])[CH:5]=[C:6]([F:8])[CH:7]=1. The yield is 0.790. (3) The reactants are [N:1]1([C:6]2[C:11]([O:12][CH2:13][C:14]([O:16]C)=O)=[CH:10][CH:9]=[CH:8][N:7]=2)[CH2:5][CH2:4][CH2:3][CH2:2]1.[NH2:18][NH2:19]. The catalyst is CCO. The product is [N:1]1([C:6]2[C:11]([O:12][CH2:13][C:14]([NH:18][NH2:19])=[O:16])=[CH:10][CH:9]=[CH:8][N:7]=2)[CH2:5][CH2:4][CH2:3][CH2:2]1. The yield is 0.990. (4) The product is [C:26]([O:25][C:23]([C:22]1[CH:30]=[CH:31][C:19]([O:18][C:12]2[CH:11]=[C:10]3[C:5]([CH:6]([C:14]([O:16][CH3:17])=[O:15])[CH2:7][CH2:8][O:9]3)=[CH:4][C:3]=2[C:1]#[N:2])=[C:20]([CH3:32])[CH:21]=1)=[O:24])([CH3:29])([CH3:28])[CH3:27]. The reactants are [C:1]([C:3]1[CH:4]=[C:5]2[C:10](=[CH:11][C:12]=1F)[O:9][CH2:8][CH2:7][CH:6]2[C:14]([O:16][CH3:17])=[O:15])#[N:2].[OH:18][C:19]1[CH:31]=[CH:30][C:22]([C:23]([O:25][C:26]([CH3:29])([CH3:28])[CH3:27])=[O:24])=[CH:21][C:20]=1[CH3:32].C(=O)([O-])[O-].[K+].[K+]. The yield is 0.370. The catalyst is CS(C)=O. (5) The reactants are [Br:1][C:2]1[C:3](O)=[N:4][C:5]([CH3:9])=[N:6][C:7]=1[CH3:8].O=P(Cl)(Cl)[Cl:13]. No catalyst specified. The product is [Br:1][C:2]1[C:3]([Cl:13])=[N:4][C:5]([CH3:9])=[N:6][C:7]=1[CH3:8]. The yield is 0.480. (6) The yield is 1.00. The catalyst is C(O)C.[Ni]. The reactants are [CH3:1][O:2][C:3]1[CH:8]=[C:7]([O:9][CH3:10])[CH:6]=[CH:5][C:4]=1[C:11]1[N:12]([CH2:17][CH:18]([CH3:20])[CH3:19])[C:13](S)=[N:14][N:15]=1. The product is [CH3:1][O:2][C:3]1[CH:8]=[C:7]([O:9][CH3:10])[CH:6]=[CH:5][C:4]=1[C:11]1[N:12]([CH2:17][CH:18]([CH3:20])[CH3:19])[CH:13]=[N:14][N:15]=1.